From a dataset of Experimentally validated miRNA-target interactions with 360,000+ pairs, plus equal number of negative samples. Binary Classification. Given a miRNA mature sequence and a target amino acid sequence, predict their likelihood of interaction. The miRNA is mmu-miR-511-3p with sequence AAUGUGUAGCAAAAGACAGGAU. The protein sequence of the target gene is MTSLSVHTDSPSTQGEMAFNLTILSLTELLSLGGLLGNGVALWLLNQNVYRNPFSIYLLDVACADLIFLCCHMVAIIPELLQDQLNFPEFVHISLTMLRFFCYIVGLSLLAAISTEQCLATLFPAWYLCRRPRYLTTCVCALIWVLCLLLDLLLSGACTQFFGAPSYHLCDMLWLVVAVLLAALCCTMCVTSLLLLLRVERGPERHQPRGFPTLVLLAVLLFLFCGLPFGIFWLSKNLSWHIPLYFYHFSFFMASVHSAAKPAIYFFLGSTPGQRFREPLRLVLQRALGDEAELGAGREA.... Result: 1 (interaction).